From a dataset of Forward reaction prediction with 1.9M reactions from USPTO patents (1976-2016). Predict the product of the given reaction. (1) Given the reactants [NH:1]1[CH2:6][CH2:5][C:4](=[O:7])[CH2:3][CH2:2]1.Cl[CH2:9][CH:10]1[CH2:12][CH2:11]1, predict the reaction product. The product is: [CH:10]1([CH2:9][N:1]2[CH2:6][CH2:5][C:4](=[O:7])[CH2:3][CH2:2]2)[CH2:12][CH2:11]1. (2) The product is: [Cl:31][C:22]1[CH:21]=[C:20]([CH:25]=[CH:24][C:23]=1[O:26][C:27]([F:28])([F:29])[F:30])[CH2:19][N:16]1[CH:11]([C:4]2[C:5]([O:9][CH3:10])=[CH:6][CH:7]=[CH:8][C:3]=2[O:2][CH3:1])[CH2:12][CH2:13][CH2:14][C:15]1=[O:17]. Given the reactants [CH3:1][O:2][C:3]1[CH:8]=[CH:7][CH:6]=[C:5]([O:9][CH3:10])[C:4]=1[CH:11]1[NH:16][C:15](=[O:17])[CH2:14][CH2:13][CH2:12]1.Br[CH2:19][C:20]1[CH:25]=[CH:24][C:23]([O:26][C:27]([F:30])([F:29])[F:28])=[C:22]([Cl:31])[CH:21]=1, predict the reaction product.